Dataset: Full USPTO retrosynthesis dataset with 1.9M reactions from patents (1976-2016). Task: Predict the reactants needed to synthesize the given product. (1) Given the product [ClH:1].[NH2:33][C:31]1[CH:30]=[C:29]([NH:34][C:2]2[N:11]=[C:10]([N:12]3[CH2:16][CH2:15][C@H:14]([NH:17][C:18](=[O:24])[O:19][C:20]([CH3:23])([CH3:22])[CH3:21])[CH2:13]3)[C:9]3[C:4](=[CH:5][CH:6]=[CH:7][CH:8]=3)[N:3]=2)[CH:28]=[C:27]([C:26]([F:25])([F:35])[F:36])[CH:32]=1, predict the reactants needed to synthesize it. The reactants are: [Cl:1][C:2]1[N:11]=[C:10]([N:12]2[CH2:16][CH2:15][C@H:14]([NH:17][C:18](=[O:24])[O:19][C:20]([CH3:23])([CH3:22])[CH3:21])[CH2:13]2)[C:9]2[C:4](=[CH:5][CH:6]=[CH:7][CH:8]=2)[N:3]=1.[F:25][C:26]([F:36])([F:35])[C:27]1[CH:28]=[C:29]([NH2:34])[CH:30]=[C:31]([NH2:33])[CH:32]=1. (2) Given the product [O:1]=[CH:2][C@@H:3]([C@H:5]([C@H:7]([C@@H:9]([CH2:11][OH:12])[OH:10])[OH:8])[OH:6])[OH:4].[NH2:43][C@H:42]([C:41]([OH:49])=[O:40])[CH2:44][CH2:46][CH2:48][CH2:50][NH2:14], predict the reactants needed to synthesize it. The reactants are: [OH:1][CH:2]1[O:10][C@H:9]([CH2:11][OH:12])[C@H:7]([OH:8])[C@H:5]([OH:6])[C@H:3]1[OH:4].C[N:14]([P+](ON1N=NC2C=CC=CC1=2)(N(C)C)N(C)C)C.F[P-](F)(F)(F)(F)F.[OH:40][CH:41]1[O:49][C@H:48]([CH2:50]O)[C@H:46](O)[C@H:44](O)[C@H:42]1[NH2:43]. (3) Given the product [CH3:12][C:11]1([CH3:13])[C:8]([CH3:9])([CH3:10])[O:7][B:6]([C:4]2[CH:3]=[N:2][N:1]([CH2:21][C:17]3[CH:16]=[N:15][CH:20]=[CH:19][CH:18]=3)[CH:5]=2)[O:14]1, predict the reactants needed to synthesize it. The reactants are: [NH:1]1[CH:5]=[C:4]([B:6]2[O:14][C:11]([CH3:13])([CH3:12])[C:8]([CH3:10])([CH3:9])[O:7]2)[CH:3]=[N:2]1.[N:15]1[CH:20]=[CH:19][CH:18]=[C:17]([CH2:21]Cl)[CH:16]=1.CN1CCOCC1.